From a dataset of Full USPTO retrosynthesis dataset with 1.9M reactions from patents (1976-2016). Predict the reactants needed to synthesize the given product. (1) Given the product [Br:9][C:6]1[CH:7]=[CH:8][C:3]2[NH:2][C:13](=[O:15])[CH2:12][CH2:11][NH:10][C:4]=2[CH:5]=1, predict the reactants needed to synthesize it. The reactants are: [Na].[NH2:2][C:3]1[CH:8]=[CH:7][C:6]([Br:9])=[CH:5][C:4]=1[NH:10][CH2:11][CH2:12][C:13]([O:15]C)=O. (2) Given the product [CH2:23]([C:24]1[C:26]2[CH2:27][O:28][CH2:29][CH2:30][C:31]=2[N:15]=[C:14]([NH:13][C:10]2[CH:9]=[CH:8][C:7]([N:3]3[CH:4]=[CH:5][N:6]=[C:2]3[CH3:1])=[CH:12][CH:11]=2)[N:16]=1)[C:17]1[CH:22]=[CH:21][CH:20]=[CH:19][CH:18]=1, predict the reactants needed to synthesize it. The reactants are: [CH3:1][C:2]1[N:3]([C:7]2[CH:12]=[CH:11][C:10]([NH:13][C:14]([NH2:16])=[NH:15])=[CH:9][CH:8]=2)[CH:4]=[CH:5][N:6]=1.[C:17]1([CH2:23][C:24]([CH:26]2[C:31](=O)[CH2:30][CH2:29][O:28][CH2:27]2)=O)[CH:22]=[CH:21][CH:20]=[CH:19][CH:18]=1. (3) Given the product [Br:13][C:9]1[N:8]=[C:7]([CH2:16][OH:17])[CH:12]=[CH:11][CH:10]=1, predict the reactants needed to synthesize it. The reactants are: C([Li])CCC.Br[C:7]1[CH:12]=[CH:11][CH:10]=[C:9]([Br:13])[N:8]=1.CN(C)[CH:16]=[O:17].[BH4-].[Na+]. (4) Given the product [CH:1]1([CH:4]([C:7]2[CH:8]=[N:9][C:10]([C:13]([F:16])([F:14])[F:15])=[CH:11][CH:12]=2)[CH2:5][NH2:6])[CH2:3][CH2:2]1, predict the reactants needed to synthesize it. The reactants are: [CH:1]1([CH:4]([C:7]2[CH:8]=[N:9][C:10]([C:13]([F:16])([F:15])[F:14])=[CH:11][CH:12]=2)[C:5]#[N:6])[CH2:3][CH2:2]1. (5) Given the product [CH3:17][C:4]1[CH:5]=[C:6]2[C:10](=[C:2]([NH:1][C:25](=[O:32])[C:26]3[CH:31]=[CH:30][CH:29]=[CH:28][CH:27]=3)[CH:3]=1)[NH:9][C:8]([C:11]1[CH:16]=[CH:15][CH:14]=[CH:13][N:12]=1)=[CH:7]2, predict the reactants needed to synthesize it. The reactants are: [NH2:1][C:2]1[CH:3]=[C:4]([CH3:17])[CH:5]=[C:6]2[C:10]=1[NH:9][C:8]([C:11]1[CH:16]=[CH:15][CH:14]=[CH:13][N:12]=1)=[CH:7]2.CCN(CC)CC.[C:25](Cl)(=[O:32])[C:26]1[CH:31]=[CH:30][CH:29]=[CH:28][CH:27]=1. (6) Given the product [Cl:16][C:17]1[N:22]=[CH:21][C:20]([S:23][C:2]2[S:6][C:5]([CH:7]=[O:8])=[CH:4][C:3]=2[C:9]2[C:10]([F:15])=[N:11][CH:12]=[CH:13][CH:14]=2)=[CH:19][CH:18]=1, predict the reactants needed to synthesize it. The reactants are: Br[C:2]1[S:6][C:5]([CH:7]=[O:8])=[CH:4][C:3]=1[C:9]1[C:10]([F:15])=[N:11][CH:12]=[CH:13][CH:14]=1.[Cl:16][C:17]1[N:22]=[CH:21][C:20]([S-:23])=[CH:19][CH:18]=1.[Na+].C(=O)([O-])[O-].[K+].[K+]. (7) Given the product [O:31]=[C:16]1[C@@H:17]([NH:20][C:21](=[O:30])[O:22][CH2:23][C:24]2[CH:29]=[CH:28][CH:27]=[CH:26][CH:25]=2)[CH2:18][CH2:19][N:15]1[C@H:12]1[CH2:13][CH2:14][C:9](=[O:8])[CH2:10][C@H:11]1[CH2:32][CH2:33][CH3:34], predict the reactants needed to synthesize it. The reactants are: [Si]([O:8][C@@H:9]1[CH2:14][CH2:13][C@H:12]([N:15]2[CH2:19][CH2:18][C@H:17]([NH:20][C:21](=[O:30])[O:22][CH2:23][C:24]3[CH:29]=[CH:28][CH:27]=[CH:26][CH:25]=3)[C:16]2=[O:31])[C@H:11]([CH2:32][CH2:33][CH3:34])[CH2:10]1)(C(C)(C)C)(C)C.CC(OI1(OC(C)=O)(OC(C)=O)OC(=O)C2C=CC=CC1=2)=O.CCOCC.